From a dataset of Full USPTO retrosynthesis dataset with 1.9M reactions from patents (1976-2016). Predict the reactants needed to synthesize the given product. Given the product [Cl:4][C:12]1[CH:11]=[C:10]([CH2:13][CH:14]([O:20][C:21]2[CH:22]=[CH:23][CH:24]=[CH:25][CH:26]=2)[C:15]([O:17][CH2:18][CH3:19])=[O:16])[CH:9]=[CH:8][C:7]=1[OH:6], predict the reactants needed to synthesize it. The reactants are: S(Cl)([Cl:4])(=O)=O.[OH:6][C:7]1[CH:12]=[CH:11][C:10]([CH2:13][CH:14]([O:20][C:21]2[CH:26]=[CH:25][CH:24]=[CH:23][CH:22]=2)[C:15]([O:17][CH2:18][CH3:19])=[O:16])=[CH:9][CH:8]=1.